From a dataset of Forward reaction prediction with 1.9M reactions from USPTO patents (1976-2016). Predict the product of the given reaction. (1) Given the reactants C([N:8]1[C:16]([N:17]2[CH:21]=[CH:20][CH:19]=[N:18]2)=[N:15][C:14]2[C:9]1=[N:10][CH:11]=[N:12][C:13]=2[NH2:22])C1C=CC=CC=1.C([O-])=O.[NH4+], predict the reaction product. The product is: [N:17]1([C:16]2[NH:8][C:9]3[C:14]([N:15]=2)=[C:13]([NH2:22])[N:12]=[CH:11][N:10]=3)[CH:21]=[CH:20][CH:19]=[N:18]1. (2) The product is: [CH2:1]([O:3][C:4]([CH2:6][C:7]1[C:16]2[C:11](=[CH:12][C:13]([O:17][CH2:23][C:22]3[CH:25]=[CH:26][CH:27]=[C:20]([Cl:19])[CH:21]=3)=[CH:14][CH:15]=2)[O:10][C:9](=[O:18])[CH:8]=1)=[O:5])[CH3:2]. Given the reactants [CH2:1]([O:3][C:4]([CH2:6][C:7]1[C:16]2[C:11](=[CH:12][C:13]([OH:17])=[CH:14][CH:15]=2)[O:10][C:9](=[O:18])[CH:8]=1)=[O:5])[CH3:2].[Cl:19][C:20]1[CH:21]=[C:22]([CH:25]=[CH:26][CH:27]=1)[CH2:23]O.N(C(N1CCCCC1)=O)=NC(N1CCCCC1)=O.C1(P(C2C=CC=CC=2)C2C=CC=CC=2)C=CC=CC=1, predict the reaction product. (3) Given the reactants [CH3:1][O:2][C:3](=[O:14])[CH2:4][C:5]1[CH:13]=[CH:12][C:8]([C:9]([OH:11])=O)=[CH:7][CH:6]=1.C(Cl)(=O)C(Cl)=O.[C:21]1([O:27][CH3:28])[CH:26]=[CH:25][CH:24]=[CH:23][CH:22]=1.[Al+3].[Cl-].[Cl-].[Cl-].Cl, predict the reaction product. The product is: [CH3:28][O:27][C:21]1[CH:26]=[CH:25][C:24]([C:9]([C:8]2[CH:7]=[CH:6][C:5]([CH2:4][C:3]([O:2][CH3:1])=[O:14])=[CH:13][CH:12]=2)=[O:11])=[CH:23][CH:22]=1. (4) Given the reactants [CH2:1]([O:3][C:4]([C:6]1[NH:7][C:8]2[C:13]([C:14]=1[I:15])=[CH:12][C:11]([C:16]1[CH:21]=[CH:20][C:19]([O:22][CH3:23])=[CH:18][CH:17]=1)=[CH:10][CH:9]=2)=[O:5])[CH3:2].Br[CH2:25][C:26]1[CH:31]=[CH:30][CH:29]=[C:28]([C:32]([F:35])([F:34])[F:33])[CH:27]=1.[H-].[Na+], predict the reaction product. The product is: [CH2:1]([O:3][C:4]([C:6]1[N:7]([CH2:25][C:26]2[CH:31]=[CH:30][CH:29]=[C:28]([C:32]([F:33])([F:34])[F:35])[CH:27]=2)[C:8]2[C:13]([C:14]=1[I:15])=[CH:12][C:11]([C:16]1[CH:17]=[CH:18][C:19]([O:22][CH3:23])=[CH:20][CH:21]=1)=[CH:10][CH:9]=2)=[O:5])[CH3:2]. (5) Given the reactants [NH:1]1[CH2:4][CH:3]([CH2:5][NH:6][C:7]2[CH:33]=[C:32]([N:34]3[CH2:39][CH2:38][N:37]([CH3:40])[CH2:36][CH2:35]3)[CH:31]=[CH:30][C:8]=2[C:9]([NH:11][C:12]2[C:20]3[C:15](=[CH:16][CH:17]=[C:18]([CH2:21][C:22]4[CH:27]=[C:26]([F:28])[CH:25]=[C:24]([F:29])[CH:23]=4)[CH:19]=3)[NH:14][N:13]=2)=[O:10])[CH2:2]1.C=O.O.[C:44](O[BH-](OC(=O)C)OC(=O)C)(=O)C.[Na+], predict the reaction product. The product is: [F:28][C:26]1[CH:27]=[C:22]([CH:23]=[C:24]([F:29])[CH:25]=1)[CH2:21][C:18]1[CH:19]=[C:20]2[C:15](=[CH:16][CH:17]=1)[NH:14][N:13]=[C:12]2[NH:11][C:9](=[O:10])[C:8]1[CH:30]=[CH:31][C:32]([N:34]2[CH2:35][CH2:36][N:37]([CH3:40])[CH2:38][CH2:39]2)=[CH:33][C:7]=1[NH:6][CH2:5][CH:3]1[CH2:2][N:1]([CH3:44])[CH2:4]1. (6) Given the reactants [NH2:1][C:2]1[CH:7]=[CH:6][N:5]=[C:4]([C:8]([C:10]2[C:14]3[CH:15]=[N:16][CH:17]=[CH:18][C:13]=3[N:12]([C:19]([CH3:30])([CH3:29])[CH2:20][O:21][Si:22]([C:25]([CH3:28])([CH3:27])[CH3:26])([CH3:24])[CH3:23])[CH:11]=2)=[O:9])[CH:3]=1.[C:31]([C:33]1[CH:38]=[CH:37][C:36]([CH2:39][C:40](O)=[O:41])=[CH:35][CH:34]=1)#[N:32], predict the reaction product. The product is: [Si:22]([O:21][CH2:20][C:19]([N:12]1[C:13]2[CH:18]=[CH:17][N:16]=[CH:15][C:14]=2[C:10]([C:8]([C:4]2[CH:3]=[C:2]([NH:1][C:40](=[O:41])[CH2:39][C:36]3[CH:37]=[CH:38][C:33]([C:31]#[N:32])=[CH:34][CH:35]=3)[CH:7]=[CH:6][N:5]=2)=[O:9])=[CH:11]1)([CH3:30])[CH3:29])([C:25]([CH3:28])([CH3:27])[CH3:26])([CH3:23])[CH3:24]. (7) The product is: [N:1]1[O:2][N:3]=[C:4]2[CH:9]=[C:8]([C:10]([O:19][CH2:18][CH3:17])=[O:12])[CH:7]=[CH:6][C:5]=12. Given the reactants [N:1]1[O:2][N:3]=[C:4]2[CH:9]=[C:8]([C:10]#N)[CH:7]=[CH:6][C:5]=12.[OH:12]S(O)(=O)=O.[CH3:17][CH2:18][OH:19], predict the reaction product. (8) Given the reactants [CH2:1]([O:8][C:9]([NH:11][CH2:12][C@H:13]([O:27][Si:28]([C:31]([CH3:34])([CH3:33])[CH3:32])([CH3:30])[CH3:29])[CH2:14][C@H:15]([NH:19][C:20]([O:22][C:23]([CH3:26])([CH3:25])[CH3:24])=[O:21])[C:16](O)=[O:17])=[O:10])[C:2]1[CH:7]=[CH:6][CH:5]=[CH:4][CH:3]=1.Cl.C([N:43]([CH2:47][CH2:48][NH2:49])[C:44](=[O:46])[OH:45])C1C=CC=CC=1.[CH:50](N(C(C)C)CC)(C)C.C(Cl)CCl.[CH:63]1[CH:64]=[CH:65][C:66]2N(O)N=N[C:67]=2[CH:68]=1, predict the reaction product. The product is: [CH2:50]([O:45][C:44](=[O:46])[NH:43][CH2:47][CH2:48][NH:49][C:16](=[O:17])[C@@H:15]([NH:19][C:20]([O:22][C:23]([CH3:25])([CH3:24])[CH3:26])=[O:21])[CH2:14][C@@H:13]([O:27][Si:28]([C:31]([CH3:32])([CH3:33])[CH3:34])([CH3:30])[CH3:29])[CH2:12][NH:11][C:9]([O:8][CH2:1][C:2]1[CH:7]=[CH:6][CH:5]=[CH:4][CH:3]=1)=[O:10])[C:67]1[CH:66]=[CH:65][CH:64]=[CH:63][CH:68]=1. (9) Given the reactants [H-].[H-].[H-].[H-].[Li+].[Al+3].C([O:9][C:10](=O)[C:11]1[CH:16]=[CH:15][C:14]([NH2:17])=[CH:13][C:12]=1[CH2:18][CH3:19])C, predict the reaction product. The product is: [NH2:17][C:14]1[CH:15]=[CH:16][C:11]([CH2:10][OH:9])=[C:12]([CH2:18][CH3:19])[CH:13]=1.